Dataset: Forward reaction prediction with 1.9M reactions from USPTO patents (1976-2016). Task: Predict the product of the given reaction. (1) Given the reactants [F:1][C:2]1[CH:7]=[CH:6][CH:5]=[CH:4][C:3]=1[C:8]1[C:9]([CH:18](O)[CH3:19])=[CH:10][CH:11]=[C:12]2[C:17]=1[N:16]=[CH:15][CH:14]=[CH:13]2.C(N(CC)CC)C.CS(Cl)(=O)=O.[N-:33]=[N+:34]=[N-:35].[Na+], predict the reaction product. The product is: [N:33]([CH:18]([C:9]1[C:8]([C:3]2[CH:4]=[CH:5][CH:6]=[CH:7][C:2]=2[F:1])=[C:17]2[C:12]([CH:13]=[CH:14][CH:15]=[N:16]2)=[CH:11][CH:10]=1)[CH3:19])=[N+:34]=[N-:35]. (2) Given the reactants [CH3:1][C:2]1[N:7]=[C:6]([C:8]([OH:10])=O)[C:5]([C:11]2[N:16]=[CH:15][CH:14]=[CH:13][N:12]=2)=[CH:4][CH:3]=1.FC1C(O)=C(F)C(F)=C(F)C=1F.C1(N=C=NC2CCCCC2)CCCCC1.[C@@H:44]12[CH2:50][C@@H:49]1[CH2:48][C@@H:47]([CH2:51][NH:52][C:53]1[CH:58]=[CH:57][C:56]([C:59]([F:62])([F:61])[F:60])=[CH:55][N:54]=1)[NH:46][CH2:45]2.C(N(CC)CC)C, predict the reaction product. The product is: [CH3:1][C:2]1[N:7]=[C:6]([C:8]([N:46]2[C@H:47]([CH2:51][NH:52][C:53]3[CH:58]=[CH:57][C:56]([C:59]([F:60])([F:61])[F:62])=[CH:55][N:54]=3)[CH2:48][C@@H:49]3[C@@H:44]([CH2:50]3)[CH2:45]2)=[O:10])[C:5]([C:11]2[N:16]=[CH:15][CH:14]=[CH:13][N:12]=2)=[CH:4][CH:3]=1. (3) The product is: [F:30][C:24]1[C:23]([F:22])=[CH:28][CH:27]=[CH:26][C:25]=1[S:11][Si:12]([CH:16]([CH3:18])[CH3:17])([CH:19]([CH3:21])[CH3:20])[CH:13]([CH3:14])[CH3:15]. Given the reactants COC1([S:11][Si:12]([CH:19]([CH3:21])[CH3:20])([CH:16]([CH3:18])[CH3:17])[CH:13]([CH3:15])[CH3:14])C=CC=CC1OC.[F:22][C:23]1[CH:28]=[CH:27][CH:26]=[C:25](I)[C:24]=1[F:30], predict the reaction product. (4) Given the reactants [CH3:1][O:2][C:3]1[C:10]([N+:11]([O-])=O)=[CH:9][CH:8]=[CH:7][C:4]=1[C:5]#[N:6], predict the reaction product. The product is: [NH2:11][C:10]1[C:3]([O:2][CH3:1])=[C:4]([CH:7]=[CH:8][CH:9]=1)[C:5]#[N:6]. (5) Given the reactants Br[C:2]1[CH:3]=[C:4]([C:8]2([C:18]3[CH:23]=[CH:22][N:21]=[C:20]([CH:24]([CH3:26])[CH3:25])[CH:19]=3)[C:16]3[C:11](=[CH:12][CH:13]=[CH:14][CH:15]=3)[C:10]([NH2:17])=[N:9]2)[CH:5]=[CH:6][CH:7]=1.[F:27][C:28]1[C:33](B(O)O)=[CH:32][CH:31]=[CH:30][N:29]=1, predict the reaction product. The product is: [F:27][C:28]1[C:33]([C:2]2[CH:3]=[C:4]([C:8]3([C:18]4[CH:23]=[CH:22][N:21]=[C:20]([CH:24]([CH3:26])[CH3:25])[CH:19]=4)[C:16]4[C:11](=[CH:12][CH:13]=[CH:14][CH:15]=4)[C:10]([NH2:17])=[N:9]3)[CH:5]=[CH:6][CH:7]=2)=[CH:32][CH:31]=[CH:30][N:29]=1. (6) Given the reactants [C:1]([NH:11][CH:12]([CH3:15])[CH:13]=O)(OCC1C=CC=CC=1)=O.[CH3:16][C:17]1([CH3:25])[CH2:22][CH2:21][C:20](=[O:23])[CH2:19][C:18]1=[O:24].[CH:26](OCC1C=CC=CC=1)=C.C(OC)(OC)OC.C([O-])(=O)C.C([O-])(=O)C.C([NH3+])C[NH3+], predict the reaction product. The product is: [CH3:16][C:17]1([CH3:25])[CH2:22][CH2:21][C:20](=[O:23])[CH:19]([CH:13]2[CH2:26][CH2:1][NH:11][CH:12]2[CH3:15])[C:18]1=[O:24]. (7) Given the reactants [NH2:1][C:2]1[CH:7]=[CH:6][C:5]([Br:8])=[CH:4][N:3]=1.C([Li])CCC.Cl[Si:15]([CH3:23])([CH3:22])[CH2:16][CH2:17][Si:18](Cl)([CH3:20])[CH3:19], predict the reaction product. The product is: [Br:8][C:5]1[CH:6]=[CH:7][C:2]([N:1]2[Si:18]([CH3:20])([CH3:19])[CH2:17][CH2:16][Si:15]2([CH3:23])[CH3:22])=[N:3][CH:4]=1. (8) Given the reactants CN(C1C(C2C(P(C3CCCCC3)C3CCCCC3)=CC=CC=2)=CC=CC=1)C.CC(C)([O-])C.[Na+].Br[C:36]1[CH:46]=[CH:45][C:39]([C:40]([N:42]([CH3:44])[CH3:43])=[O:41])=[CH:38][CH:37]=1.[NH2:47][C@H:48]1[C:57]2[C:52](=[CH:53][CH:54]=[CH:55][CH:56]=2)[N:51]([C:58](=[O:60])[CH3:59])[C@@H:50]([CH:61]2[CH2:63][CH2:62]2)[C@@H:49]1[CH3:64], predict the reaction product. The product is: [C:58]([N:51]1[C:52]2[C:57](=[CH:56][CH:55]=[CH:54][CH:53]=2)[C@H:48]([NH:47][C:36]2[CH:46]=[CH:45][C:39]([C:40]([N:42]([CH3:44])[CH3:43])=[O:41])=[CH:38][CH:37]=2)[C@@H:49]([CH3:64])[C@@H:50]1[CH:61]1[CH2:63][CH2:62]1)(=[O:60])[CH3:59].